This data is from NCI-60 drug combinations with 297,098 pairs across 59 cell lines. The task is: Regression. Given two drug SMILES strings and cell line genomic features, predict the synergy score measuring deviation from expected non-interaction effect. (1) Drug 1: C1=C(C(=O)NC(=O)N1)N(CCCl)CCCl. Drug 2: CC1C(C(=O)NC(C(=O)N2CCCC2C(=O)N(CC(=O)N(C(C(=O)O1)C(C)C)C)C)C(C)C)NC(=O)C3=C4C(=C(C=C3)C)OC5=C(C(=O)C(=C(C5=N4)C(=O)NC6C(OC(=O)C(N(C(=O)CN(C(=O)C7CCCN7C(=O)C(NC6=O)C(C)C)C)C)C(C)C)C)N)C. Cell line: UACC-257. Synergy scores: CSS=-2.26, Synergy_ZIP=-1.96, Synergy_Bliss=-7.84, Synergy_Loewe=-8.30, Synergy_HSA=-8.84. (2) Drug 1: C1=NC2=C(N1)C(=S)N=CN2. Drug 2: C(CC(=O)O)C(=O)CN.Cl. Cell line: LOX IMVI. Synergy scores: CSS=41.2, Synergy_ZIP=1.07, Synergy_Bliss=1.84, Synergy_Loewe=-35.4, Synergy_HSA=1.15.